Dataset: Forward reaction prediction with 1.9M reactions from USPTO patents (1976-2016). Task: Predict the product of the given reaction. (1) The product is: [CH2:1]([O:3][C:4]1[N:8]([CH2:9][C:10]2[CH:11]=[CH:12][C:13]([C:16]3[CH:21]=[CH:20][CH:19]=[CH:18][C:17]=3[C:22]([OH:24])=[O:23])=[CH:14][CH:15]=2)[C:7]2[C:26]([C:30]([OH:32])=[O:31])=[CH:27][CH:28]=[CH:29][C:6]=2[N:5]=1)[CH3:2]. Given the reactants [CH2:1]([O:3][C:4]1[N:8]([CH2:9][C:10]2[CH:15]=[CH:14][C:13]([C:16]3[CH:21]=[CH:20][CH:19]=[CH:18][C:17]=3[C:22]([O:24]C)=[O:23])=[CH:12][CH:11]=2)[C:7]2[C:26]([C:30]([O:32]C)=[O:31])=[CH:27][CH:28]=[CH:29][C:6]=2[N:5]=1)[CH3:2].[OH-].[Na+], predict the reaction product. (2) Given the reactants FC(F)(F)S(O[C:7]1[C@:8]2([CH2:24][CH2:23][C@H:22]3[C@@H:13]([CH2:14][CH2:15][C:16]4[CH:17]=[C:18]([C:25]([O:27][CH3:28])=[O:26])[CH:19]=[CH:20][C:21]=43)[C@@H:10]2[CH2:11][CH:12]=1)[CH3:9])(=O)=O.[F:31][C:32]1[CH:33]=[C:34](B(O)O)[CH:35]=[N:36][CH:37]=1.[Cl-].[Li+].C(=O)([O-])[O-].[Na+].[Na+], predict the reaction product. The product is: [F:31][C:32]1[CH:33]=[C:34]([C:7]2[C@:8]3([CH2:24][CH2:23][C@H:22]4[C@@H:13]([CH2:14][CH2:15][C:16]5[CH:17]=[C:18]([C:25]([O:27][CH3:28])=[O:26])[CH:19]=[CH:20][C:21]=54)[C@@H:10]3[CH2:11][CH:12]=2)[CH3:9])[CH:35]=[N:36][CH:37]=1. (3) Given the reactants [Br:1][C:2]1[CH:3]=[CH:4][C:5]2[S:9](=[O:11])(=[O:10])[N:8]=[C:7]([CH:12]3[CH2:14][CH2:13]3)[C:6]=2[CH:15]=1.[BH4-].[Na+], predict the reaction product. The product is: [Br:1][C:2]1[CH:3]=[CH:4][C:5]2[S:9](=[O:10])(=[O:11])[NH:8][CH:7]([CH:12]3[CH2:13][CH2:14]3)[C:6]=2[CH:15]=1. (4) Given the reactants Cl[C:2]1[N:7]=[C:6]([CH3:8])[CH:5]=[CH:4][N:3]=1.[CH3:9][N:10](C=O)C, predict the reaction product. The product is: [CH3:8][C:6]1[CH:5]=[CH:4][N:3]=[C:2]([C:9]#[N:10])[N:7]=1.